Dataset: Reaction yield outcomes from USPTO patents with 853,638 reactions. Task: Predict the reaction yield, written as a fraction of the theoretical maximum amount of product (1.0 means a 100% yield; for example, 0.34 means a 34% yield). (1) The reactants are [CH3:1][C:2]([C:5]1[CH:10]=[CH:9][C:8]([C:11]2[N:12]=[C:13]([NH2:22])[S:14][C:15]=2[C:16]2[CH:21]=[CH:20][N:19]=[CH:18][CH:17]=2)=[CH:7][CH:6]=1)([CH3:4])[CH3:3].[C:23](Cl)(=[O:25])[CH3:24].C(=O)([O-])O.[Na+]. The catalyst is CN(C)C1C=CN=CC=1.CN(C)C(=O)C. The product is [CH3:4][C:2]([C:5]1[CH:10]=[CH:9][C:8]([C:11]2[N:12]=[C:13]([NH:22][C:23](=[O:25])[CH3:24])[S:14][C:15]=2[C:16]2[CH:17]=[CH:18][N:19]=[CH:20][CH:21]=2)=[CH:7][CH:6]=1)([CH3:1])[CH3:3]. The yield is 0.500. (2) The reactants are [Cl-].[Al+3].[Cl-].[Cl-].[CH3:5][N:6]1[CH2:11][CH2:10][CH:9]([C:12](Cl)=[O:13])[CH2:8][CH2:7]1.[CH:15]1[CH:20]=[CH:19][CH:18]=[CH:17][CH:16]=1. No catalyst specified. The product is [CH3:5][N:6]1[CH2:11][CH2:10][CH:9]([C:12]([C:15]2[CH:20]=[CH:19][CH:18]=[CH:17][CH:16]=2)=[O:13])[CH2:8][CH2:7]1. The yield is 0.840.